Dataset: Reaction yield outcomes from USPTO patents with 853,638 reactions. Task: Predict the reaction yield, written as a fraction of the theoretical maximum amount of product (1.0 means a 100% yield; for example, 0.34 means a 34% yield). (1) The reactants are Br[CH2:2][CH2:3][CH2:4][CH2:5][C:6]([CH3:21])([C:15]1[CH:20]=[CH:19][CH:18]=[CH:17][CH:16]=1)[CH2:7][O:8][CH:9]1[CH2:14][CH2:13][CH2:12][CH2:11][O:10]1.[Br:22][CH2:23]CCCCC(C)(C1C=CC=CC=1)CO.O1C=CCCC1. The catalyst is O.C1(C)C=CC(S(O)(=O)=O)=CC=1. The product is [Br:22][CH2:23][CH2:2][CH2:3][CH2:4][CH2:5][C:6]([CH3:21])([C:15]1[CH:20]=[CH:19][CH:18]=[CH:17][CH:16]=1)[CH2:7][O:8][CH:9]1[CH2:14][CH2:13][CH2:12][CH2:11][O:10]1. The yield is 0.760. (2) The reactants are [NH:1]1[C:9]2[C:4](=[CH:5][CH:6]=[CH:7][CH:8]=2)[C:3]([CH2:10][C:11]2[C:16]([CH2:17][CH2:18][CH2:19][CH3:20])=[CH:15][C:14]([NH2:21])=[CH:13][C:12]=2[OH:22])=[CH:2]1.C(N(C(C)C)CC)(C)C.Cl[C:33](OC1C=CC([N+]([O-])=O)=CC=1)=[O:34].[CH3:45][N:46]1[CH2:51][CH2:50][N:49]([CH2:52][CH2:53][NH2:54])[CH2:48][CH2:47]1. The catalyst is C1COCC1. The product is [NH:1]1[C:9]2[C:4](=[CH:5][CH:6]=[CH:7][CH:8]=2)[C:3]([CH2:10][C:11]2[C:12]([OH:22])=[CH:13][C:14]([NH:21][C:33]([NH:54][CH2:53][CH2:52][N:49]3[CH2:50][CH2:51][N:46]([CH3:45])[CH2:47][CH2:48]3)=[O:34])=[CH:15][C:16]=2[CH2:17][CH2:18][CH2:19][CH3:20])=[CH:2]1. The yield is 0.360. (3) The catalyst is CN(C)C1C=CN=CC=1.C(Cl)Cl. The product is [NH2:24][C:19]([C:15]1[S:16][CH:17]=[CH:18][C:14]=1[NH:13][C:11]([C:2]1[CH:3]=[N:4][C:5]2[C:10](=[CH:9][CH:8]=[CH:7][CH:6]=2)[N:1]=1)=[O:12])=[O:21]. The reactants are [N:1]1[C:10]2[C:5](=[CH:6][CH:7]=[CH:8][CH:9]=2)[N:4]=[CH:3][C:2]=1[C:11]([NH:13][C:14]1[CH:18]=[CH:17][S:16][C:15]=1[C:19]([OH:21])=O)=[O:12].Cl.C[N:24](C)CCCN=C=NCC.N. The yield is 0.460. (4) The reactants are [CH3:1][O:2][C:3]1[C:12]2[C:7](=[CH:8][CH:9]=[CH:10][CH:11]=2)[C:6]([O:13][CH3:14])=[CH:5][C:4]=1[CH2:15][OH:16]. The catalyst is ClCCl.O=[Mn]=O. The product is [CH3:1][O:2][C:3]1[C:12]2[C:7](=[CH:8][CH:9]=[CH:10][CH:11]=2)[C:6]([O:13][CH3:14])=[CH:5][C:4]=1[CH:15]=[O:16]. The yield is 0.810. (5) The reactants are C1(C)C(S(O)(=O)=O)=CC=CC=1.[NH2:12][N:13]1[CH2:17][CH:16]([C:18]2[CH:23]=[CH:22][C:21]([O:24][CH3:25])=[CH:20][CH:19]=2)[N:15]([CH2:26][CH2:27][C:28]2[CH:33]=[CH:32][C:31]([O:34][CH3:35])=[CH:30][CH:29]=2)[C:14]1=[O:36].Cl.[N:38]1[CH:43]=[CH:42][CH:41]=[C:40]([S:44](Cl)(=[O:46])=[O:45])[CH:39]=1.CN1CCOCC1. The catalyst is ClCCl. The product is [N:38]1[CH:43]=[CH:42][CH:41]=[C:40]([S:44]([NH:12][N:13]2[CH2:17][CH:16]([C:18]3[CH:19]=[CH:20][C:21]([O:24][CH3:25])=[CH:22][CH:23]=3)[N:15]([CH2:26][CH2:27][C:28]3[CH:29]=[CH:30][C:31]([O:34][CH3:35])=[CH:32][CH:33]=3)[C:14]2=[O:36])(=[O:46])=[O:45])[CH:39]=1. The yield is 0.410. (6) The reactants are [OH-].[Na+].[CH3:3][C:4]1[CH:5]=[CH:6][CH:7]=[C:8]2[C:12]=1[C:11](=[O:13])[N:10]([C:14]1[CH:22]=[C:21]3[C:17]([CH:18]=[CH:19][N:20]3[CH2:23][C:24]([O:26]CC)=[O:25])=[CH:16][CH:15]=1)[CH2:9]2. The catalyst is O.C1COCC1.CO. The product is [CH3:3][C:4]1[CH:5]=[CH:6][CH:7]=[C:8]2[C:12]=1[C:11](=[O:13])[N:10]([C:14]1[CH:22]=[C:21]3[C:17]([CH:18]=[CH:19][N:20]3[CH2:23][C:24]([OH:26])=[O:25])=[CH:16][CH:15]=1)[CH2:9]2. The yield is 1.00. (7) The reactants are C(OC([NH:8][C:9]1[CH:14]=[CH:13][C:12](/[CH:15]=[CH:16]/[C:17](=[O:30])[CH2:18][C:19](=[O:29])/[CH:20]=[CH:21]/[C:22]2[CH:27]=[CH:26][C:25]([OH:28])=[CH:24][CH:23]=2)=[CH:11][CH:10]=1)=O)(C)(C)C.Cl.O1CCOCC1.C([O-])(O)=O.[Na+]. The catalyst is O1CCCC1. The product is [NH2:8][C:9]1[CH:10]=[CH:11][C:12](/[CH:15]=[CH:16]/[C:17](=[O:30])[CH2:18][C:19](=[O:29])/[CH:20]=[CH:21]/[C:22]2[CH:23]=[CH:24][C:25]([OH:28])=[CH:26][CH:27]=2)=[CH:13][CH:14]=1. The yield is 0.350. (8) The reactants are [CH3:1][C:2]([O:4][CH2:5][C@H:6]1[O:11][C@H:10]([O:12][C:13]([CH3:15])=[O:14])[C@H:9]([N:16]=[N+]=[N-])[C@@H:8]([O:19][C:20]([CH3:22])=[O:21])[C@@H:7]1[O:23][C:24]([CH3:26])=[O:25])=[O:3]. The catalyst is CCOC(C)=O.[Pd]. The product is [C:13]([O:12][C@H:10]1[O:11][C@H:6]([CH2:5][O:4][C:2](=[O:3])[CH3:1])[C@@H:7]([O:23][C:24](=[O:25])[CH3:26])[C@H:8]([O:19][C:20](=[O:21])[CH3:22])[C@H:9]1[NH2:16])(=[O:14])[CH3:15]. The yield is 1.00.